The task is: Regression. Given two drug SMILES strings and cell line genomic features, predict the synergy score measuring deviation from expected non-interaction effect.. This data is from NCI-60 drug combinations with 297,098 pairs across 59 cell lines. Drug 1: C1=NC2=C(N=C(N=C2N1C3C(C(C(O3)CO)O)O)F)N. Drug 2: CN1C2=C(C=C(C=C2)N(CCCl)CCCl)N=C1CCCC(=O)O.Cl. Cell line: OVCAR-4. Synergy scores: CSS=1.75, Synergy_ZIP=-0.977, Synergy_Bliss=-1.50, Synergy_Loewe=-4.26, Synergy_HSA=-1.58.